Dataset: Catalyst prediction with 721,799 reactions and 888 catalyst types from USPTO. Task: Predict which catalyst facilitates the given reaction. (1) Reactant: C(O[C:5](=[O:7])[CH3:6])(=O)C.[Cl:8][C:9]1[N:14]=[CH:13][C:12]([NH2:15])=[CH:11][N:10]=1. Product: [Cl:8][C:9]1[N:14]=[CH:13][C:12]([NH:15][C:5](=[O:7])[CH3:6])=[CH:11][N:10]=1. The catalyst class is: 4. (2) Reactant: [NH2:1][C:2]1[C:10]([Cl:11])=[CH:9][C:5]([C:6]([OH:8])=O)=[C:4]([O:12][CH3:13])[CH:3]=1.C(N1C=CN=C1)(N1C=CN=C1)=O.C(N(CC)CC)C.C([C@@H]([C@H](C(O)=O)O)O)(O)=O.[N:43]1([CH2:48][CH2:49][CH2:50][N:51]2[CH2:56][CH2:55][CH:54]([CH2:57][NH2:58])[CH2:53][CH2:52]2)[CH:47]=[CH:46][N:45]=[N:44]1. Product: [N:43]1([CH2:48][CH2:49][CH2:50][N:51]2[CH2:52][CH2:53][CH:54]([CH2:57][NH:58][C:6](=[O:8])[C:5]3[CH:9]=[C:10]([Cl:11])[C:2]([NH2:1])=[CH:3][C:4]=3[O:12][CH3:13])[CH2:55][CH2:56]2)[CH:47]=[CH:46][N:45]=[N:44]1. The catalyst class is: 47.